Task: Binary Classification. Given a drug SMILES string, predict its activity (active/inactive) in a high-throughput screening assay against a specified biological target.. Dataset: HIV replication inhibition screening data with 41,000+ compounds from the AIDS Antiviral Screen (1) The molecule is N#CC(C(=O)CCC(=O)Nc1ccc(Cl)cc1)c1ccccc1Cl. The result is 0 (inactive). (2) The result is 0 (inactive). The drug is O=[N+]([O-])c1ccc(Cl)cc1C1SCc2nc3ccccc3n21. (3) The molecule is COc1ccc2c(c1)CCC1C(=O)NN=C21. The result is 0 (inactive). (4) The compound is COc1cc(C2c3cc4c(cc3C(NS(C)(=O)=O)C3COC(=O)C23)OCO4)cc(OC)c1OC. The result is 0 (inactive). (5) The compound is COc1cc2ccccc2oc1=O. The result is 0 (inactive). (6) The compound is O=C1CN(c2ccccc2)C(=O)CN1NCNN1CC(=O)N(c2ccccc2)CC1=O. The result is 0 (inactive). (7) The molecule is O=[N+]([O-])c1cc(C2SCc3nc4ccccc4n32)ccc1Cl. The result is 0 (inactive). (8) The molecule is S=C(Nc1cccc(Cl)c1)Nc1ccccn1. The result is 0 (inactive).